This data is from NCI-60 drug combinations with 297,098 pairs across 59 cell lines. The task is: Regression. Given two drug SMILES strings and cell line genomic features, predict the synergy score measuring deviation from expected non-interaction effect. (1) Drug 1: C1=CC(=CC=C1CCC2=CNC3=C2C(=O)NC(=N3)N)C(=O)NC(CCC(=O)O)C(=O)O. Drug 2: CNC(=O)C1=NC=CC(=C1)OC2=CC=C(C=C2)NC(=O)NC3=CC(=C(C=C3)Cl)C(F)(F)F. Cell line: NCI-H322M. Synergy scores: CSS=30.5, Synergy_ZIP=3.11, Synergy_Bliss=4.93, Synergy_Loewe=3.71, Synergy_HSA=4.22. (2) Drug 1: C1CCC(CC1)NC(=O)N(CCCl)N=O. Drug 2: C(CC(=O)O)C(=O)CN.Cl. Cell line: HOP-92. Synergy scores: CSS=23.3, Synergy_ZIP=-8.50, Synergy_Bliss=-6.06, Synergy_Loewe=-4.73, Synergy_HSA=-3.55. (3) Drug 1: C1CCN(CC1)CCOC2=CC=C(C=C2)C(=O)C3=C(SC4=C3C=CC(=C4)O)C5=CC=C(C=C5)O. Drug 2: CS(=O)(=O)C1=CC(=C(C=C1)C(=O)NC2=CC(=C(C=C2)Cl)C3=CC=CC=N3)Cl. Cell line: HT29. Synergy scores: CSS=-1.45, Synergy_ZIP=3.07, Synergy_Bliss=3.87, Synergy_Loewe=-4.76, Synergy_HSA=-3.76. (4) Drug 1: C1=CC(=CC=C1CC(C(=O)O)N)N(CCCl)CCCl.Cl. Drug 2: CC1=C(C(CCC1)(C)C)C=CC(=CC=CC(=CC(=O)O)C)C. Cell line: SF-268. Synergy scores: CSS=4.95, Synergy_ZIP=3.65, Synergy_Bliss=5.36, Synergy_Loewe=-9.88, Synergy_HSA=-1.15. (5) Synergy scores: CSS=-5.11, Synergy_ZIP=-0.125, Synergy_Bliss=-5.21, Synergy_Loewe=-8.56, Synergy_HSA=-6.59. Drug 2: CC12CCC3C(C1CCC2OP(=O)(O)O)CCC4=C3C=CC(=C4)OC(=O)N(CCCl)CCCl.[Na+]. Drug 1: C1=CN(C=N1)CC(O)(P(=O)(O)O)P(=O)(O)O. Cell line: SK-OV-3. (6) Drug 1: CC1=C(C(CCC1)(C)C)C=CC(=CC=CC(=CC(=O)O)C)C. Drug 2: CN1C2=C(C=C(C=C2)N(CCCl)CCCl)N=C1CCCC(=O)O.Cl. Cell line: KM12. Synergy scores: CSS=-4.78, Synergy_ZIP=3.17, Synergy_Bliss=3.73, Synergy_Loewe=-2.58, Synergy_HSA=-2.79. (7) Drug 1: C1CN1C2=NC(=NC(=N2)N3CC3)N4CC4. Drug 2: CCN(CC)CCCC(C)NC1=C2C=C(C=CC2=NC3=C1C=CC(=C3)Cl)OC. Cell line: SN12C. Synergy scores: CSS=31.2, Synergy_ZIP=-8.84, Synergy_Bliss=-3.21, Synergy_Loewe=-7.03, Synergy_HSA=-1.39. (8) Drug 1: CN(C)C1=NC(=NC(=N1)N(C)C)N(C)C. Drug 2: C#CCC(CC1=CN=C2C(=N1)C(=NC(=N2)N)N)C3=CC=C(C=C3)C(=O)NC(CCC(=O)O)C(=O)O. Cell line: SK-MEL-5. Synergy scores: CSS=-3.01, Synergy_ZIP=0.350, Synergy_Bliss=-3.57, Synergy_Loewe=-8.59, Synergy_HSA=-8.66. (9) Drug 1: C1=CC=C(C=C1)NC(=O)CCCCCCC(=O)NO. Drug 2: C(CC(=O)O)C(=O)CN.Cl. Cell line: UACC-257. Synergy scores: CSS=27.7, Synergy_ZIP=-9.12, Synergy_Bliss=-2.98, Synergy_Loewe=-17.8, Synergy_HSA=-0.656.